From a dataset of Reaction yield outcomes from USPTO patents with 853,638 reactions. Predict the reaction yield, written as a fraction of the theoretical maximum amount of product (1.0 means a 100% yield; for example, 0.34 means a 34% yield). (1) The reactants are [CH3:1][O:2][C:3]1[CH:12]=[CH:11][C:6]2[C:7](=[O:10])[CH2:8][O:9][C:5]=2[C:4]=1[O:13][CH:14]1[CH2:19][CH2:18][N:17]([C:20]([O:22][C:23]([CH3:26])([CH3:25])[CH3:24])=[O:21])[CH2:16][CH2:15]1.[NH:27]1[C:35]2[C:30](=[CH:31][CH:32]=[CH:33][CH:34]=2)[C:29]([CH:36]=O)=[N:28]1.C1(C)C=CC=CC=1. The catalyst is CO.N1CCCCC1. The product is [NH:27]1[C:35]2[C:30](=[CH:31][CH:32]=[CH:33][CH:34]=2)[C:29](/[CH:36]=[C:8]2\[O:9][C:5]3[C:4]([O:13][CH:14]4[CH2:15][CH2:16][N:17]([C:20]([O:22][C:23]([CH3:26])([CH3:25])[CH3:24])=[O:21])[CH2:18][CH2:19]4)=[C:3]([O:2][CH3:1])[CH:12]=[CH:11][C:6]=3[C:7]\2=[O:10])=[N:28]1. The yield is 0.790. (2) The reactants are [Br:1][C:2]1[CH:7]=[CH:6][C:5]([C:8](=O)[CH2:9][C:10](=O)[C:11]([F:14])([F:13])[F:12])=[CH:4][CH:3]=1.Cl.[NH:18]([C:20]1[CH:21]=[CH:22][C:23]([S:26]([NH2:29])(=[O:28])=[O:27])=[N:24][CH:25]=1)[NH2:19]. The catalyst is C(O)C. The product is [Br:1][C:2]1[CH:7]=[CH:6][C:5]([C:8]2[N:18]([C:20]3[CH:21]=[CH:22][C:23]([S:26]([NH2:29])(=[O:28])=[O:27])=[N:24][CH:25]=3)[N:19]=[C:10]([C:11]([F:14])([F:13])[F:12])[CH:9]=2)=[CH:4][CH:3]=1. The yield is 0.870. (3) The reactants are [NH2:1][C:2]([C:7]1[CH:12]=[CH:11][C:10]([Br:13])=[CH:9][CH:8]=1)([CH3:6])[C:3]([OH:5])=[O:4].Cl.[CH2:15](O)[CH3:16]. No catalyst specified. The product is [CH2:15]([O:4][C:3](=[O:5])[C:2]([NH2:1])([C:7]1[CH:8]=[CH:9][C:10]([Br:13])=[CH:11][CH:12]=1)[CH3:6])[CH3:16]. The yield is 0.720.